This data is from Full USPTO retrosynthesis dataset with 1.9M reactions from patents (1976-2016). The task is: Predict the reactants needed to synthesize the given product. (1) The reactants are: [Br:1][C:2]1[CH:3]=[CH:4][C:5]2[O:14][C:13]3[C:12](=[O:15])[NH:11][C:10]([CH2:16][CH:17]4[CH2:22][CH2:21][CH2:20][NH:19][CH2:18]4)=[N:9][C:8]=3[C:6]=2[CH:7]=1.C=O.[CH:25](O)=O.[OH-].[Na+]. Given the product [Br:1][C:2]1[CH:3]=[CH:4][C:5]2[O:14][C:13]3[C:12](=[O:15])[NH:11][C:10]([CH2:16][CH:17]4[CH2:22][CH2:21][CH2:20][N:19]([CH3:25])[CH2:18]4)=[N:9][C:8]=3[C:6]=2[CH:7]=1, predict the reactants needed to synthesize it. (2) Given the product [CH3:1][N:2]([CH2:3][C:4]1[CH:9]=[CH:8][C:7]([C:10]([N:12]2[CH2:18][C:17]3([CH3:20])[CH2:19][CH:13]2[CH2:14][C:15]([CH3:22])([CH3:21])[CH2:16]3)=[O:11])=[CH:6][CH:5]=1)[C:28]([CH:25]1[CH2:26][CH2:27][O:23][CH2:24]1)=[O:29], predict the reactants needed to synthesize it. The reactants are: [CH3:1][NH:2][CH2:3][C:4]1[CH:9]=[CH:8][C:7]([C:10]([N:12]2[CH2:18][C:17]3([CH3:20])[CH2:19][CH:13]2[CH2:14][C:15]([CH3:22])([CH3:21])[CH2:16]3)=[O:11])=[CH:6][CH:5]=1.[O:23]1[CH2:27][CH2:26][CH:25]([C:28](Cl)=[O:29])[CH2:24]1. (3) Given the product [O:2]1[C:6]2[CH:7]=[CH:8][C:9]([C:11]3[S:19][C:18]4[C:17](=[O:20])[N:16]([CH:21]5[CH2:26][CH2:25][N:24]([C:55]([C:54]6[CH:58]=[CH:59][C:51]([C:45]7[C:46]8[CH:47]=[C:48]([O:49][CH3:50])[C:39]([O:38][CH2:36][CH3:37])=[CH:40][C:41]=8[C@H:42]8[CH2:63][S:62][CH2:61][CH2:60][C@H:43]8[N:44]=7)=[CH:52][CH:53]=6)=[O:56])[CH2:23][CH2:22]5)[C:15](=[O:27])[N:14]([CH2:28][C:29]5[O:33][N:32]=[C:31]([CH2:34][CH3:35])[N:30]=5)[C:13]=4[CH:12]=3)=[CH:10][C:5]=2[O:4][CH2:3]1, predict the reactants needed to synthesize it. The reactants are: Cl.[O:2]1[C:6]2[CH:7]=[CH:8][C:9]([C:11]3[S:19][C:18]4[C:17](=[O:20])[N:16]([CH:21]5[CH2:26][CH2:25][NH:24][CH2:23][CH2:22]5)[C:15](=[O:27])[N:14]([CH2:28][C:29]5[O:33][N:32]=[C:31]([CH2:34][CH3:35])[N:30]=5)[C:13]=4[CH:12]=3)=[CH:10][C:5]=2[O:4][CH2:3]1.[CH2:36]([O:38][C:39]1[C:48]([O:49][CH3:50])=[CH:47][C:46]2[C:45]([C:51]3[CH:59]=[CH:58][C:54]([C:55](O)=[O:56])=[CH:53][CH:52]=3)=[N:44][C@@H:43]3[CH2:60][CH2:61][S:62][CH2:63][C@@H:42]3[C:41]=2[CH:40]=1)[CH3:37].C1C=CC2N(O)N=NC=2C=1.CCN=C=NCCCN(C)C. (4) The reactants are: [Cl:1][C:2]1[CH:7]=[CH:6][C:5]([CH:8]([C:19]2[CH:20]=[C:21]([CH:27]=[CH:28][CH:29]=2)[C:22]([O:24][CH2:25][CH3:26])=[O:23])[CH2:9][C:10](=[O:18])[C:11]2[CH:16]=[CH:15][C:14](=[O:17])[NH:13][CH:12]=2)=[C:4]([F:30])[CH:3]=1.IC.[C:33](=O)([O-])[O-].[K+].[K+]. Given the product [Cl:1][C:2]1[CH:7]=[CH:6][C:5]([CH:8]([C:19]2[CH:20]=[C:21]([CH:27]=[CH:28][CH:29]=2)[C:22]([O:24][CH2:25][CH3:26])=[O:23])[CH2:9][C:10]([C:11]2[CH:16]=[CH:15][C:14](=[O:17])[N:13]([CH3:33])[CH:12]=2)=[O:18])=[C:4]([F:30])[CH:3]=1, predict the reactants needed to synthesize it. (5) Given the product [NH2:1][C:2]1[S:3][C:4]([S:7][S:7][C:4]2[S:3][C:2]([NH2:1])=[N:6][N:5]=2)=[N:5][N:6]=1, predict the reactants needed to synthesize it. The reactants are: [NH2:1][C:2]1[S:3][C:4]([SH:7])=[N:5][N:6]=1.[OH-].[Na+].II. (6) Given the product [Cl:2][C:3]1[CH:8]=[CH:7][C:6]2[N:9]([CH2:12][CH2:13][C:14]3[CH:19]=[N:18][C:17]([CH3:20])=[CH:16][CH:15]=3)[C:33]3[CH2:34][CH2:35][N:30]([CH3:29])[CH2:31][C:32]=3[C:5]=2[CH:4]=1, predict the reactants needed to synthesize it. The reactants are: Cl.[Cl:2][C:3]1[CH:8]=[CH:7][C:6]([NH:9]N)=[CH:5][CH:4]=1.Br[CH2:12][CH2:13][C:14]1[CH:15]=[CH:16][C:17]([CH3:20])=[N:18][CH:19]=1.C(N(CC)CC)C.Cl.[CH3:29][N:30]1[CH2:35][CH2:34][C:33](=O)[CH2:32][CH2:31]1.